Task: Predict the product of the given reaction.. Dataset: Forward reaction prediction with 1.9M reactions from USPTO patents (1976-2016) (1) Given the reactants Br[C:2]1[CH:3]=[C:4]2[C:9](=[CH:10][CH:11]=1)[C:8](=[O:12])[N:7]([CH2:13][CH:14]([CH3:16])[CH3:15])[C:6]([CH2:17][NH:18][C:19](=[O:25])[O:20][C:21]([CH3:24])([CH3:23])[CH3:22])=[C:5]2[C:26]1[CH:31]=[CH:30][CH:29]=[CH:28][CH:27]=1.[CH3:32][S-:33].[Na+].CN(C)C=O, predict the reaction product. The product is: [CH2:13]([N:7]1[C:6]([CH2:17][NH:18][C:19](=[O:25])[O:20][C:21]([CH3:24])([CH3:22])[CH3:23])=[C:5]([C:4]2[CH:3]=[CH:2][CH:11]=[CH:10][CH:9]=2)[C:26]2[C:31](=[CH:30][CH:29]=[C:28]([S:33][CH3:32])[CH:27]=2)[C:8]1=[O:12])[CH:14]([CH3:16])[CH3:15]. (2) Given the reactants [C:1]([OH:14])(=[O:13])/[CH:2]=[CH:3]/[C:4]1[CH:12]=[CH:11][C:9]([OH:10])=[C:6]([O:7][CH3:8])[CH:5]=1.C[C@@H]([C@@H]1[C@@]2(C)CC[C@@H]3[C@@]4(C)CC[C@H](O)CC4=CC[C@H]3[C@@H]2CC1)CC[C@H](C(C)C)C.CC[C@@H](C(C)C)/C=C/[C@H]([C@@H]1[C@@]2(C)CC[C@@H]3[C@@]4(C)CC[C@H](O)CC4=CC[C@H]3[C@@H]2CC1)C.CC[C@@H](C(C)C)CC[C@H]([C@@H]1[C@@]2(C)CC[C@@H]3[C@@]4(C)CC[C@H](O)CC4=CC[C@H]3[C@@H]2CC1)C.C(OC(=O)C)(=O)C, predict the reaction product. The product is: [C:1]([OH:14])(=[O:13])[CH3:2].[C:1]([OH:14])(=[O:13])/[CH:2]=[CH:3]/[C:4]1[CH:12]=[CH:11][C:9]([OH:10])=[C:6]([O:7][CH3:8])[CH:5]=1. (3) Given the reactants C([O:3][C:4](=[O:21])[C:5]([S:8]([C:11]1[CH:16]=[CH:15][C:14]([S:17]([CH3:20])(=[O:19])=[O:18])=[CH:13][CH:12]=1)(=[O:10])=[O:9])([CH3:7])[CH3:6])C.O.[OH-].[Li+], predict the reaction product. The product is: [CH3:20][S:17]([C:14]1[CH:15]=[CH:16][C:11]([S:8]([C:5]([CH3:7])([CH3:6])[C:4]([OH:21])=[O:3])(=[O:9])=[O:10])=[CH:12][CH:13]=1)(=[O:19])=[O:18]. (4) Given the reactants [O:1]=[C:2]1[C:11]2[C:6](=[CH:7][CH:8]=[CH:9][CH:10]=2)[CH2:5][C:4](=O)[N:3]1[C:13]1[CH:14]=[C:15]([CH:22]=[CH:23][C:24]=1[CH3:25])[C:16]([NH:18][CH:19]1[CH2:21][CH2:20]1)=[O:17].[BH4-].[Na+].Cl, predict the reaction product. The product is: [O:1]=[C:2]1[C:11]2[C:6](=[CH:7][CH:8]=[CH:9][CH:10]=2)[CH:5]=[CH:4][N:3]1[C:13]1[CH:14]=[C:15]([CH:22]=[CH:23][C:24]=1[CH3:25])[C:16]([NH:18][CH:19]1[CH2:21][CH2:20]1)=[O:17]. (5) Given the reactants [CH3:1][O:2][C:3]1[CH:38]=[CH:37][C:6]([CH2:7][O:8][C@H:9]2[CH2:14][N:13]([S:15]([C:18]3[CH:23]=[CH:22][C:21]([CH3:24])=[CH:20][CH:19]=3)(=[O:17])=[O:16])[C@H:12]([CH2:25][O:26][Si](C(C)C)(C(C)C)C(C)C)[CH2:11][CH2:10]2)=[CH:5][CH:4]=1.[F-].C([N+](CCCC)(CCCC)CCCC)CCC, predict the reaction product. The product is: [CH3:1][O:2][C:3]1[CH:4]=[CH:5][C:6]([CH2:7][O:8][C@H:9]2[CH2:14][N:13]([S:15]([C:18]3[CH:19]=[CH:20][C:21]([CH3:24])=[CH:22][CH:23]=3)(=[O:16])=[O:17])[C@H:12]([CH2:25][OH:26])[CH2:11][CH2:10]2)=[CH:37][CH:38]=1. (6) Given the reactants [N-:1]=[N+:2]=[N-:3].[Na+].[NH4+].[Cl-].[F:7][C:8]([F:14])([F:13])[CH2:9][C@H:10]1[CH2:12][O:11]1, predict the reaction product. The product is: [N:1]([CH2:12][C@@H:10]([OH:11])[CH2:9][C:8]([F:14])([F:13])[F:7])=[N+:2]=[N-:3]. (7) The product is: [CH:24]([P:23]([CH:27]([CH3:29])[CH3:28])[C:2]1[CH:7]=[CH:6][CH:5]=[CH:4][C:3]=1[NH:8][C:9]1[C:14]([CH3:15])=[CH:13][CH:12]=[CH:11][C:10]=1[CH3:16])([CH3:26])[CH3:25]. Given the reactants Br[C:2]1[CH:7]=[CH:6][CH:5]=[CH:4][C:3]=1[NH:8][C:9]1[C:14]([CH3:15])=[CH:13][CH:12]=[CH:11][C:10]=1[CH3:16].[Li]CCCC.Cl[P:23]([CH:27]([CH3:29])[CH3:28])[CH:24]([CH3:26])[CH3:25], predict the reaction product.